Dataset: Catalyst prediction with 721,799 reactions and 888 catalyst types from USPTO. Task: Predict which catalyst facilitates the given reaction. (1) Reactant: [CH3:1][CH2:2][C:3]([N:26]([CH3:28])[CH3:27])([C:20]1[CH:21]=[CH:22][CH:23]=[CH:24][CH:25]=1)[CH2:4][O:5][C:6]([C:8]1[CH:9]=[C:10]([O:18][CH3:19])[C:11]([O:16][CH3:17])=[C:12]([O:14][CH3:15])[CH:13]=1)=[O:7].[C:29]([C:32]1[CH:33]=[C:34]([S:38]([OH:41])(=[O:40])=[O:39])[CH:35]=[CH:36][CH:37]=1)(=[S:31])[NH2:30]. Product: [CH3:1][CH2:2][C:3]([N:26]([CH3:28])[CH3:27])([C:20]1[CH:25]=[CH:24][CH:23]=[CH:22][CH:21]=1)[CH2:4][O:5][C:6]([C:8]1[CH:13]=[C:12]([O:14][CH3:15])[C:11]([O:16][CH3:17])=[C:10]([O:18][CH3:19])[CH:9]=1)=[O:7].[C:29]([C:32]1[CH:33]=[C:34]([S:38]([O-:41])(=[O:40])=[O:39])[CH:35]=[CH:36][CH:37]=1)(=[S:31])[NH2:30]. The catalyst class is: 5. (2) Reactant: [Br:1][C:2]1[CH:18]=[CH:17][C:5]([O:6][C:7]2[CH:8]=[N+:9]([O-:16])[CH:10]=[CH:11][C:12]=2[N+:13]([O-:15])=[O:14])=[C:4]([C:19]([O:21]C)=O)[CH:3]=1.C([N-]C(C)C)(C)C.[Li+].BrC1C=CC2OC3C(=NC=CC=3[N+]([O-])=O)C(=O)C=2C=1. Product: [Br:1][C:2]1[CH:18]=[CH:17][C:5]2[O:6][C:7]3[C:8](=[N+:9]([O-:16])[CH:10]=[CH:11][C:12]=3[N+:13]([O-:15])=[O:14])[C:19](=[O:21])[C:4]=2[CH:3]=1. The catalyst class is: 1. (3) Reactant: [C:1]([C:3]1[CH:4]=[C:5]([NH:9][C:10]2[C:19]3[C:14](=[CH:15][C:16]([O:21][C@H:22]4[CH2:26][CH2:25][O:24][CH2:23]4)=[C:17]([NH2:20])[CH:18]=3)[N:13]=[CH:12][N:11]=2)[CH:6]=[CH:7][CH:8]=1)#[CH:2].C(=O)([O-])[O-].[Na+].[Na+].[O:33]1[C@H:38]2[CH2:39][N:40]([CH2:42]/[CH:43]=[CH:44]/[C:45](Cl)=[O:46])[CH2:41][C@H:37]2[O:36][CH2:35][CH2:34]1.O. Product: [C:1]([C:3]1[CH:4]=[C:5]([NH:9][C:10]2[C:19]3[C:14](=[CH:15][C:16]([O:21][C@H:22]4[CH2:26][CH2:25][O:24][CH2:23]4)=[C:17]([NH:20][C:45](=[O:46])/[CH:44]=[CH:43]/[CH2:42][N:40]4[CH2:41][C@H:37]5[O:36][CH2:35][CH2:34][O:33][C@H:38]5[CH2:39]4)[CH:18]=3)[N:13]=[CH:12][N:11]=2)[CH:6]=[CH:7][CH:8]=1)#[CH:2]. The catalyst class is: 76. (4) Reactant: [C:1]([O:5][C:6](=[O:20])[NH:7][C:8]1[C:9]([NH2:19])=[N:10][N:11]([C:13]2[CH:18]=[CH:17][CH:16]=[CH:15][CH:14]=2)[CH:12]=1)([CH3:4])([CH3:3])[CH3:2].[Cl:21][C:22]1[CH:30]=[CH:29][C:25]([C:26](Cl)=[O:27])=[CH:24][N:23]=1. Product: [Cl:21][C:22]1[N:23]=[CH:24][C:25]([C:26]([NH:19][C:9]2[C:8]([NH:7][C:6](=[O:20])[O:5][C:1]([CH3:4])([CH3:2])[CH3:3])=[CH:12][N:11]([C:13]3[CH:14]=[CH:15][CH:16]=[CH:17][CH:18]=3)[N:10]=2)=[O:27])=[CH:29][CH:30]=1. The catalyst class is: 298. (5) Reactant: C[O:2][C:3]([C:5]1[CH:39]=[CH:38][C:8]2[N:9](C(OC(C)(C)C)=O)[C:10]([NH:12][CH2:13][CH:14]3[CH2:19][CH2:18][N:17]([CH2:20][C:21]4[C:30]5[C:25](=[CH:26][CH:27]=[CH:28][CH:29]=5)[CH:24]=[CH:23][CH:22]=4)[CH2:16][CH2:15]3)=[N:11][C:7]=2[CH:6]=1)=O.[H-].[Li+].[Al+3].[H-].[H-].[H-].S([O-])([O-])(=O)=O.[Na+].[Na+]. Product: [C:21]1([CH2:20][N:17]2[CH2:16][CH2:15][CH:14]([CH2:13][NH:12][C:10]3[NH:9][C:8]4[CH:38]=[CH:39][C:5]([CH2:3][OH:2])=[CH:6][C:7]=4[N:11]=3)[CH2:19][CH2:18]2)[C:30]2[C:25](=[CH:26][CH:27]=[CH:28][CH:29]=2)[CH:24]=[CH:23][CH:22]=1. The catalyst class is: 7.